From a dataset of Catalyst prediction with 721,799 reactions and 888 catalyst types from USPTO. Predict which catalyst facilitates the given reaction. Reactant: [CH2:1]([C:6]1[CH:12]=[CH:11][C:9]([NH2:10])=[CH:8][CH:7]=1)[CH2:2][CH2:3][CH2:4][CH3:5].[CH3:13][CH:14]([C:20]([CH3:22])=O)[C:15](OCC)=[O:16]. Product: [OH:16][C:15]1[C:8]2[C:9](=[CH:11][CH:12]=[C:6]([CH2:1][CH2:2][CH2:3][CH2:4][CH3:5])[CH:7]=2)[N:10]=[C:20]([CH3:22])[C:14]=1[CH3:13]. The catalyst class is: 48.